Predict the reactants needed to synthesize the given product. From a dataset of Full USPTO retrosynthesis dataset with 1.9M reactions from patents (1976-2016). Given the product [F:1][C:2]1[CH:7]=[CH:6][CH:5]=[CH:4][C:3]=1[C:8]1[N:9]=[N:10][N:11]([CH3:15])[C:12]=1[CH2:13][O:14][C:19]1[CH:28]=[CH:27][C:22]([C:23]([O:25][CH3:26])=[O:24])=[CH:21][N:20]=1, predict the reactants needed to synthesize it. The reactants are: [F:1][C:2]1[CH:7]=[CH:6][CH:5]=[CH:4][C:3]=1[C:8]1[N:9]=[N:10][N:11]([CH3:15])[C:12]=1[CH2:13][OH:14].[H-].[Na+].Cl[C:19]1[CH:28]=[CH:27][C:22]([C:23]([O:25][CH3:26])=[O:24])=[CH:21][N:20]=1.O.